Dataset: Catalyst prediction with 721,799 reactions and 888 catalyst types from USPTO. Task: Predict which catalyst facilitates the given reaction. Reactant: [NH2:1][CH2:2][CH2:3][N:4]1[CH2:9][CH2:8][N:7]([C:10]2[C:19]3[C:14](=[CH:15][CH:16]=[C:17]([O:20][CH3:21])[N:18]=3)[N:13]=[CH:12][CH:11]=2)[C:6](=[O:22])[CH2:5]1.[O-]S([O-])(=O)=O.[Na+].[Na+].[O:30]=[C:31]1[CH2:36][S:35][C:34]2[CH:37]=[CH:38][C:39]([CH:41]=O)=[N:40][C:33]=2[NH:32]1.[BH-](OC(C)=O)(OC(C)=O)OC(C)=O.[Na+]. Product: [CH3:21][O:20][C:17]1[N:18]=[C:19]2[C:14](=[CH:15][CH:16]=1)[N:13]=[CH:12][CH:11]=[C:10]2[N:7]1[CH2:8][CH2:9][N:4]([CH2:3][CH2:2][NH:1][CH2:41][C:39]2[CH:38]=[CH:37][C:34]3[S:35][CH2:36][C:31](=[O:30])[NH:32][C:33]=3[N:40]=2)[CH2:5][C:6]1=[O:22]. The catalyst class is: 497.